This data is from Forward reaction prediction with 1.9M reactions from USPTO patents (1976-2016). The task is: Predict the product of the given reaction. Given the reactants [Fe:1](Cl)Cl.[C:4]([OH:11])(=[O:10])/[CH:5]=[CH:6]/[C:7]([OH:9])=[O:8], predict the reaction product. The product is: [C:4]([O-:11])(=[O:10])/[CH:5]=[CH:6]/[C:7]([O-:9])=[O:8].[Fe+3:1].[C:4]([O-:11])(=[O:10])/[CH:5]=[CH:6]/[C:7]([O-:9])=[O:8].[C:4]([O-:11])(=[O:10])/[CH:5]=[CH:6]/[C:7]([O-:9])=[O:8].[Fe+3:1].